Dataset: Forward reaction prediction with 1.9M reactions from USPTO patents (1976-2016). Task: Predict the product of the given reaction. (1) Given the reactants Br[C:2]1(Br)[C:6]2=[N:7][CH:8]=[CH:9][CH:10]=[C:5]2[N:4]([CH:11]([C:18]2[CH:23]=[CH:22][CH:21]=[CH:20][CH:19]=2)[C:12]2[CH:17]=[CH:16][CH:15]=[CH:14][CH:13]=2)[C:3]1=[O:24].C(=O)(O)[O-:27].[Na+], predict the reaction product. The product is: [C:12]1([CH:11]([C:18]2[CH:23]=[CH:22][CH:21]=[CH:20][CH:19]=2)[N:4]2[C:5]3[C:6](=[N:7][CH:8]=[CH:9][CH:10]=3)[C:2](=[O:27])[C:3]2=[O:24])[CH:17]=[CH:16][CH:15]=[CH:14][CH:13]=1. (2) Given the reactants [C:1](=O)([O:12]C1C=CC([N+]([O-])=O)=CC=1)[O:2][C@@H:3]1[CH2:7][O:6][C@@H:5]2[C@H:8]([OH:11])[CH2:9][O:10][C@H:4]12.[N+:23]([O-:39])([O:25][CH2:26][CH:27]([O:35][N+:36]([O-:38])=[O:37])[CH2:28][C:29]([CH3:34])([CH3:33])[CH2:30][CH2:31][OH:32])=[O:24], predict the reaction product. The product is: [C:1](=[O:12])([O:2][C@@H:3]1[CH2:7][O:6][C@@H:5]2[C@H:8]([OH:11])[CH2:9][O:10][C@H:4]12)[O:32][CH2:31][CH2:30][C:29]([CH3:34])([CH3:33])[CH2:28][CH:27]([O:35][N+:36]([O-:38])=[O:37])[CH2:26][O:25][N+:23]([O-:39])=[O:24]. (3) Given the reactants [F:1][C:2]1[CH:7]=[C:6]([F:8])[C:5]([F:9])=[C:4]([CH2:10][C@H:11](S(C)(=O)=O)[CH3:12])[C:3]=1[F:17].[N-:18]=[N+:19]=[N-:20].[Na+].O, predict the reaction product. The product is: [N:18]([C@@H:11]([CH3:12])[CH2:10][C:4]1[C:5]([F:9])=[C:6]([F:8])[CH:7]=[C:2]([F:1])[C:3]=1[F:17])=[N+:19]=[N-:20]. (4) Given the reactants Br[C:2]1[CH:11]=[CH:10][C:9]([O:12][CH3:13])=[CH:8][C:3]=1[C:4]([O:6][CH3:7])=[O:5].[S:14]1[CH:18]=[CH:17][CH:16]=[C:15]1B(O)O.C1(C)C=CC=CC=1P(C1C=CC=CC=1C)C1C=CC=CC=1C.C([O-])([O-])=O.[K+].[K+], predict the reaction product. The product is: [CH3:13][O:12][C:9]1[CH:10]=[CH:11][C:2]([C:15]2[S:14][CH:18]=[CH:17][CH:16]=2)=[C:3]([CH:8]=1)[C:4]([O:6][CH3:7])=[O:5]. (5) Given the reactants [ClH:1].[CH2:2]([C:6]1[N:7]=[C:8]([NH2:11])[NH:9][CH:10]=1)[CH2:3][C:4]#[CH:5].[N:12]([CH2:15][C:16]1[NH:20][C:19]2[CH:21]=[CH:22][CH:23]=[CH:24][C:18]=2[N:17]=1)=[N+:13]=[N-:14], predict the reaction product. The product is: [ClH:1].[ClH:1].[NH:17]1[C:18]2[CH:24]=[CH:23][CH:22]=[CH:21][C:19]=2[N:20]=[C:16]1[CH2:15][N:12]1[CH:5]=[C:4]([CH2:3][CH2:2][C:6]2[N:7]=[C:8]([NH2:11])[NH:9][CH:10]=2)[N:14]=[N:13]1. (6) Given the reactants [CH:1]1([O:7][C:8](=[O:22])[CH2:9][CH2:10][C@H:11]([NH:14][C:15]([O:17][C:18]([CH3:21])([CH3:20])[CH3:19])=[O:16])[CH2:12]O)[CH2:6][CH2:5][CH2:4][CH2:3][CH2:2]1.C(Br)(Br)(Br)[Br:24].C1C=CC(P(C2C=CC=CC=2)C2C=CC=CC=2)=CC=1, predict the reaction product. The product is: [CH:1]1([O:7][C:8](=[O:22])[CH2:9][CH2:10][C@H:11]([NH:14][C:15]([O:17][C:18]([CH3:21])([CH3:20])[CH3:19])=[O:16])[CH2:12][Br:24])[CH2:6][CH2:5][CH2:4][CH2:3][CH2:2]1. (7) Given the reactants [NH:1]([CH2:8][CH2:9][NH:10][C:11]([C:13]1[C:17]([NH:18][C:19]([C:21]2[CH:26]=[CH:25][CH:24]=[CH:23][N:22]=2)=[O:20])=[CH:16][N:15](C2CCCCO2)[N:14]=1)=[O:12])[C:2]1[CH:7]=[CH:6][CH:5]=[CH:4][CH:3]=1.O.C1(C)C=CC(S(O)(=O)=O)=CC=1.C(=O)([O-])O.[Na+], predict the reaction product. The product is: [NH:1]([CH2:8][CH2:9][NH:10][C:11]([C:13]1[C:17]([NH:18][C:19]([C:21]2[CH:26]=[CH:25][CH:24]=[CH:23][N:22]=2)=[O:20])=[CH:16][NH:15][N:14]=1)=[O:12])[C:2]1[CH:7]=[CH:6][CH:5]=[CH:4][CH:3]=1. (8) Given the reactants [C:1]([O:5][C:6]([N:8]1[CH2:12][CH2:11][CH2:10][CH:9]1[CH2:13][CH2:14][NH:15][CH:16]1[CH2:24][C:23]2[C:18](=[CH:19][CH:20]=[CH:21][CH:22]=2)[CH2:17]1)=[O:7])([CH3:4])([CH3:3])[CH3:2].Br[C:26]1[CH:31]=CC=C[CH:27]=1.CN([C:35]1[C:40](C2C(P(C3CCCCC3)C3CCCCC3)=CC=CC=2)=CC=C[CH:36]=1)C.CC([O-])(C)C.[K+], predict the reaction product. The product is: [C:1]([O:5][C:6]([N:8]1[CH2:12][CH2:11][CH2:10][CH:9]1[CH2:13][CH2:14][NH:15][C:16]1[CH:17]=[CH:31][CH:26]=[CH:27][C:24]=1[CH:23]1[CH2:22][C:21]2[C:36](=[CH:35][CH:40]=[CH:19][CH:20]=2)[CH2:18]1)=[O:7])([CH3:2])([CH3:3])[CH3:4]. (9) Given the reactants [CH3:1][C:2]1[CH:11]=[C:10]([N:12]2[CH2:16][CH2:15][CH2:14][CH2:13]2)[C:9]2[C:4](=[CH:5][C:6]([C:17]#[N:18])=[CH:7][CH:8]=2)[N:3]=1.[OH:19]O.[OH-].[Na+], predict the reaction product. The product is: [CH3:1][C:2]1[CH:11]=[C:10]([N:12]2[CH2:16][CH2:15][CH2:14][CH2:13]2)[C:9]2[C:4](=[CH:5][C:6]([C:17]([NH2:18])=[O:19])=[CH:7][CH:8]=2)[N:3]=1. (10) Given the reactants [C:1]1([NH:7][C:8]2[C:13]([NH:14][C:15]3[CH:20]=[CH:19][CH:18]=[CH:17][CH:16]=3)=[CH:12][CH:11]=[CH:10][N:9]=2)[CH:6]=[CH:5][CH:4]=[CH:3][CH:2]=1.[ClH:21], predict the reaction product. The product is: [ClH:21].[C:1]1([NH:7][C:8]2[C:13]([NH:14][C:15]3[CH:16]=[CH:17][CH:18]=[CH:19][CH:20]=3)=[CH:12][CH:11]=[CH:10][N:9]=2)[CH:2]=[CH:3][CH:4]=[CH:5][CH:6]=1.